Dataset: Reaction yield outcomes from USPTO patents with 853,638 reactions. Task: Predict the reaction yield, written as a fraction of the theoretical maximum amount of product (1.0 means a 100% yield; for example, 0.34 means a 34% yield). (1) The reactants are [N:1]1[CH:6]=[CH:5][CH:4]=[CH:3][C:2]=1[C:7](=O)[CH2:8][C:9]([C:11]1[CH:16]=[CH:15][CH:14]=[CH:13][N:12]=1)=[O:10].BrBr.C(N(CC)CC)C.[NH2:27][C:28]([NH2:30])=[S:29].C(=O)([O-])O.[Na+]. The catalyst is C(O)(=O)C. The product is [N:12]1[CH:13]=[CH:14][CH:15]=[CH:16][C:11]=1[C:9]([C:8]1[S:29][C:28]([NH2:30])=[N:27][C:7]=1[C:2]1[CH:3]=[CH:4][CH:5]=[CH:6][N:1]=1)=[O:10]. The yield is 0.510. (2) The reactants are [CH3:1][C@H:2]1[O:7][CH2:6][C@@H:5]([C:8]2[CH:13]=[CH:12][CH:11]=[CH:10][CH:9]=2)[NH:4][CH2:3]1.Br[C:15]1[CH:16]=[CH:17][C:18]2[O:19][CH2:20][C:21](=[O:25])[NH:22][C:23]=2[N:24]=1. No catalyst specified. The product is [CH3:1][C@H:2]1[CH2:3][N:4]([C:15]2[CH:16]=[CH:17][C:18]3[O:19][CH2:20][C:21](=[O:25])[NH:22][C:23]=3[N:24]=2)[C@@H:5]([C:8]2[CH:9]=[CH:10][CH:11]=[CH:12][CH:13]=2)[CH2:6][O:7]1. The yield is 0.0550. (3) The reactants are [CH3:1][N:2]1[C:10]2[C:5](=[CH:6][C:7]3[CH:15]([OH:16])[CH2:14][CH2:13][CH:12]=[CH:11][C:8]=3[CH:9]=2)[CH:4]=[CH:3]1.C[N+]1([O-])CCOCC1. The catalyst is C(Cl)Cl.CCC[N+](CCC)(CCC)CCC.[O-][Ru](=O)(=O)=O. The product is [CH3:1][N:2]1[C:10]2[C:5](=[CH:6][C:7]3[C:15](=[O:16])[CH2:14][CH2:13][CH:12]=[CH:11][C:8]=3[CH:9]=2)[CH:4]=[CH:3]1. The yield is 0.840. (4) The product is [CH2:1]([O:3][C:4]([C:6]1[S:10][C:9]2[CH:11]=[CH:12][C:13]([C:15]([C:20]3[CH:25]=[CH:24][C:23]([O:26][CH2:27][C:28]4([C:29]([CH3:31])([CH3:30])[CH3:32])[O:41][CH2:40][CH2:39][O:33]4)=[C:22]([CH3:34])[CH:21]=3)([CH2:16][CH3:17])[CH2:18][CH3:19])=[CH:14][C:8]=2[CH:7]=1)=[O:5])[CH3:2]. The reactants are [CH2:1]([O:3][C:4]([C:6]1[S:10][C:9]2[CH:11]=[CH:12][C:13]([C:15]([C:20]3[CH:25]=[CH:24][C:23]([O:26][CH2:27][C:28](=[O:33])[C:29]([CH3:32])([CH3:31])[CH3:30])=[C:22]([CH3:34])[CH:21]=3)([CH2:18][CH3:19])[CH2:16][CH3:17])=[CH:14][C:8]=2[CH:7]=1)=[O:5])[CH3:2].B(F)(F)F.[CH3:39][CH2:40][O:41]CC. The yield is 0.510. The catalyst is C(O)CO. (5) The reactants are FC(F)(F)C(O)=O.[CH3:8][O:9][C:10](=[O:36])[C@@H:11]([NH:14][C:15]([C:17]1[S:18][C:19]([C:23](=[O:35])[NH:24][CH2:25][C:26]2[CH:34]=[CH:33][CH:32]=[C:31]3[C:27]=2[CH:28]=[N:29][NH:30]3)=[CH:20][C:21]=1[Cl:22])=[O:16])[CH2:12][NH2:13].C(N(CC)CC)C.CN(C(ON1N=NC2C=CC=CC1=2)=[N+](C)C)C.F[P-](F)(F)(F)(F)F.C1C=CC2N(O)N=NC=2C=1.[S:78]1[CH:82]=[CH:81][CH:80]=[C:79]1[C:83](O)=[O:84]. The catalyst is CN(C=O)C.CCOC(C)=O. The product is [CH3:8][O:9][C:10](=[O:36])[C@@H:11]([NH:14][C:15]([C:17]1[S:18][C:19]([C:23](=[O:35])[NH:24][CH2:25][C:26]2[CH:34]=[CH:33][CH:32]=[C:31]3[C:27]=2[CH:28]=[N:29][NH:30]3)=[CH:20][C:21]=1[Cl:22])=[O:16])[CH2:12][NH:13][C:83]([C:79]1[S:78][CH:82]=[CH:81][CH:80]=1)=[O:84]. The yield is 0.470. (6) The reactants are [CH3:1][C:2]1([CH3:23])[CH2:22][O:21][C:5]2([C@@H:13]3[C@@:8]([CH2:16][CH2:17][C:18]([CH3:20])=[CH2:19])([CH2:9][CH2:10][CH2:11][C@H:12]3[C:14]#N)[CH2:7][CH2:6]2)[O:4][CH2:3]1.[H-].C([Al+]C[CH:31]([CH3:33])C)C(C)C.C([Mg]Br)=C.CC(OI1(OC(C)=O)(OC(C)=O)OC(=O)C2C=CC=CC1=2)=[O:40]. The catalyst is C1(C)C=CC=CC=1.C1COCC1.ClCCl.N1C=CC=CC=1.CO. The product is [CH3:1][C:2]1([CH3:23])[CH2:22][O:21][C:5]2([C@@H:13]3[C@@:8]([CH2:16][CH2:17][C:18]([CH3:20])=[CH2:19])([CH2:9][CH2:10][CH2:11][C@H:12]3[C:14](=[O:40])[CH:31]=[CH2:33])[CH2:7][CH2:6]2)[O:4][CH2:3]1. The yield is 0.500.